From a dataset of Reaction yield outcomes from USPTO patents with 853,638 reactions. Predict the reaction yield, written as a fraction of the theoretical maximum amount of product (1.0 means a 100% yield; for example, 0.34 means a 34% yield). The yield is 0.150. The reactants are [C:1]([C:4]1[N:5]=[C:6]2[C:12]3[CH:13]=[C:14]([C:18]#[C:19][C:20]([OH:26])([CH3:25])[C:21](OC)=[O:22])[C:15]([F:17])=[CH:16][C:11]=3[O:10][CH2:9][CH2:8][N:7]2[CH:27]=1)(=[O:3])[NH2:2].OC(C)(C#C)C(OC)=O.BrC1C(F)=CC2OCC[N:44]3C=C(C(N)=O)N=C3C=2C=1.N. The catalyst is CO. The product is [NH2:44][C:21](=[O:22])[C:20]([OH:26])([CH3:25])[C:19]#[C:18][C:14]1[C:15]([F:17])=[CH:16][C:11]2[O:10][CH2:9][CH2:8][N:7]3[CH:27]=[C:4]([C:1]([NH2:2])=[O:3])[N:5]=[C:6]3[C:12]=2[CH:13]=1.